Dataset: Experimentally validated miRNA-target interactions with 360,000+ pairs, plus equal number of negative samples. Task: Binary Classification. Given a miRNA mature sequence and a target amino acid sequence, predict their likelihood of interaction. (1) The protein sequence of the target gene is MGSTDTDIEELENATYKYLIGEQTEKMWQRLKGILRCLVKQLEKGDVNVVDLKKNIEYAASVLEAVYIDETRRLLDTEDELSDIQTDSVPSEVRDWLASTFTRKMGMMKKKPEEKPKFRSIVHAVQAGIFVERMYRKNYHMVGLTYPAAVIVTLKEVDKWSFDVFALNEASGEHSLKFMIYELFTRYDLINRFKIPVSCLIAFAEALEVGYSKHKNPYHNLVHAADVTQTVHYIMLHTGIMHWLTELEILAMVFAAAIHDYEHTGTTNNFHIQTRSDVAILYNDRSVLENHHVSAAYRLM.... Result: 0 (no interaction). The miRNA is ssc-miR-126-5p with sequence CAUUAUUACUUUUGGUACGCG. (2) Result: 0 (no interaction). The protein sequence of the target gene is MSASAVYVLDLKGKVLICRNYRGDVDMSEVEHFMPILMEKEEEGMLSPILAHGGVRFMWIKHNNLYLVATSKKNACVSLVFSFLYKVVQVFSEYFKELEEESIRDNFVIIYELLDELMDFGYPQTTDSKILQEYITQEGHKLETGAPRPPATVTNAVSWRSEGIKYRKNEVFLDVIESVNLLVSANGNVLRSEIVGSIKMRVFLSGMPELRLGLNDKVLFDNTGRGKSKSVELEDVKFHQCVRLSRFENDRTISFIPPDGEFELMSYRLNTHVKPLIWIESVIEKHSHSRIEYMIKAKSQ.... The miRNA is hsa-miR-449c-5p with sequence UAGGCAGUGUAUUGCUAGCGGCUGU.